Dataset: Cav3 T-type calcium channel HTS with 100,875 compounds. Task: Binary Classification. Given a drug SMILES string, predict its activity (active/inactive) in a high-throughput screening assay against a specified biological target. (1) The molecule is s1c(C(=O)N2CCN(CC2)c2ccc(F)cc2)c(c2c1ncn(c2=O)CC(=O)NCCC)C. The result is 0 (inactive). (2) The drug is n1(nc(c(c1)/C=C(\C#N)C#N)c1ccc(cc1)C)CCC#N. The result is 0 (inactive). (3) The compound is S(C(CC)C(=O)Nc1noc(c1)C)c1n(CCc2ccccc2)c(N)cc(=O)n1. The result is 0 (inactive). (4) The molecule is s1c(NC(=O)CN2CCOCC2)c(c(c2oc(cc2)C)c1)C(OCC)=O. The result is 0 (inactive). (5) The molecule is Clc1ccc(NC(=O)CC2SC(NCCCC)=NC2=O)cc1. The result is 0 (inactive). (6) The compound is S(=O)(=O)(N1CCCOC1)c1ccc(cc1)C. The result is 0 (inactive). (7) The drug is O(c1c(N(Cc2cc3c([nH]c2=O)ccc(OC)c3)C(=O)COC)cccc1)C. The result is 0 (inactive). (8) The drug is Clc1ccc(S(=O)(=O)NC(=O)COc2c(cccc2)C(=O)N)cc1. The result is 0 (inactive).